The task is: Predict which catalyst facilitates the given reaction.. This data is from Catalyst prediction with 721,799 reactions and 888 catalyst types from USPTO. (1) Reactant: [H-].[Na+].C([O:7][C:8](=[O:34])[CH2:9][N:10]1[C:18]2[C:13](=[CH:14][CH:15]=[C:16]([NH:19][CH2:20][C:21]3[N:22]([C:27](OC(C)(C)C)=[O:28])[C:23]([CH3:26])=[CH:24][CH:25]=3)[CH:17]=2)[CH:12]=[CH:11]1)(C)(C)C.O.C(O)(=O)C. Product: [CH3:26][C:23]1[N:22]2[C:27](=[O:28])[N:19]([C:16]3[CH:17]=[C:18]4[C:13]([CH:12]=[CH:11][N:10]4[CH2:9][C:8]([OH:7])=[O:34])=[CH:14][CH:15]=3)[CH2:20][C:21]2=[CH:25][CH:24]=1. The catalyst class is: 56. (2) Reactant: C1(P(C2C=CC=CC=2)C2C=CC=CC=2)C=CC=CC=1.N1C=CN=C1.[I:25]I.[C:27]([O:31][C:32]([NH:34][C@H:35]([C:38]([O:40][CH3:41])=[O:39])[CH2:36]O)=[O:33])([CH3:30])([CH3:29])[CH3:28]. Product: [C:27]([O:31][C:32]([NH:34][C@H:35]([C:38]([O:40][CH3:41])=[O:39])[CH2:36][I:25])=[O:33])([CH3:30])([CH3:29])[CH3:28]. The catalyst class is: 2. (3) Reactant: Cl.C([O:4][C:5]1[CH2:11][CH2:10][CH2:9][NH:8][C:7](=[O:12])[CH:6]=1)C. Product: [NH:8]1[CH2:9][CH2:10][CH2:11][C:5](=[O:4])[CH2:6][C:7]1=[O:12]. The catalyst class is: 21. (4) Reactant: C(NC(C)C)(C)C.[Li]CCCC.[C:13]([O:16][C:17]([CH3:20])([CH3:19])[CH3:18])(=[O:15])[CH3:14].[C:21](OCC)(=[O:29])[C:22]1[C:23](=[CH:25][CH:26]=[CH:27][CH:28]=1)[OH:24]. Product: [OH:24][C:23]1[CH:25]=[CH:26][CH:27]=[CH:28][C:22]=1[C:21](=[O:29])[CH2:14][C:13]([O:16][C:17]([CH3:20])([CH3:19])[CH3:18])=[O:15]. The catalyst class is: 1. (5) Reactant: C(O[C:6](=[O:40])[NH:7][C@H:8]([C:18]1[C:23]([C:24]2[CH:25]=[CH:26][C:27]([Cl:39])=[C:28]3[C:32]=2[N:31]([CH3:33])[N:30]=[C:29]3[NH:34][S:35]([CH3:38])(=[O:37])=[O:36])=[CH:22][CH:21]=[CH:20][N:19]=1)[CH2:9][C:10]1[CH:15]=[C:14]([F:16])[CH:13]=[C:12]([F:17])[CH:11]=1)(C)(C)C.[F:41][C:42]([F:47])([F:46])C(O)=O.FC(F)(F)C(OC(=O)C(F)(F)F)=O. Product: [Cl:39][C:27]1[CH:26]=[CH:25][C:24]([C:23]2[C:18]([C@@H:8]([NH:7][C:6](=[O:40])[C:42]([F:47])([F:46])[F:41])[CH2:9][C:10]3[CH:15]=[C:14]([F:16])[CH:13]=[C:12]([F:17])[CH:11]=3)=[N:19][CH:20]=[CH:21][CH:22]=2)=[C:32]2[C:28]=1[C:29]([NH:34][S:35]([CH3:38])(=[O:36])=[O:37])=[N:30][N:31]2[CH3:33]. The catalyst class is: 2. (6) Reactant: Cl[C:2]1[CH:7]=[C:6]([C:8]2[CH:13]=[CH:12][CH:11]=[C:10]([O:14][CH3:15])[CH:9]=2)[N:5]=[C:4]([O:16][CH3:17])[N:3]=1.Cl.[N+:19]([C:22]1[CH:27]=[CH:26][C:25]([CH2:28][CH2:29][NH2:30])=[CH:24][CH:23]=1)([O-:21])=[O:20].C(N(C(C)C)CC)(C)C. Product: [CH3:17][O:16][C:4]1[N:3]=[C:2]([NH:30][CH2:29][CH2:28][C:25]2[CH:24]=[CH:23][C:22]([N+:19]([O-:21])=[O:20])=[CH:27][CH:26]=2)[CH:7]=[C:6]([C:8]2[CH:13]=[CH:12][CH:11]=[C:10]([O:14][CH3:15])[CH:9]=2)[N:5]=1. The catalyst class is: 14. (7) Reactant: [Cl:1][C:2]1[N:7]=[C:6]([NH:8][CH:9]([C:11]2[CH:12]=[C:13]([CH:17]=[CH:18][CH:19]=2)[C:14]([OH:16])=O)[CH3:10])[CH:5]=[N:4][CH:3]=1.[CH3:20][C:21]1[CH:22]=[C:23]([NH2:27])[CH:24]=[N:25][CH:26]=1.Cl.CN(C)CCCN=C=NCC.N1(C2C=CN=CC=2)CCCC1.C(N(CC)CC)C. Product: [Cl:1][C:2]1[N:7]=[C:6]([NH:8][CH:9]([C:11]2[CH:12]=[C:13]([CH:17]=[CH:18][CH:19]=2)[C:14]([NH:27][C:23]2[CH:24]=[N:25][CH:26]=[C:21]([CH3:20])[CH:22]=2)=[O:16])[CH3:10])[CH:5]=[N:4][CH:3]=1. The catalyst class is: 4. (8) Reactant: Cl[C:2]1[CH:7]=[C:6]([Cl:8])[CH:5]=[C:4]([Cl:9])[C:3]=1[N+:10]([O-:12])=[O:11].[C:13]([O:17][C:18]([N:20]1[CH2:25][CH2:24][NH:23][CH2:22][CH2:21]1)=[O:19])([CH3:16])([CH3:15])[CH3:14]. Product: [C:13]([O:17][C:18]([N:20]1[CH2:25][CH2:24][N:23]([C:2]2[CH:7]=[C:6]([Cl:8])[CH:5]=[C:4]([Cl:9])[C:3]=2[N+:10]([O-:12])=[O:11])[CH2:22][CH2:21]1)=[O:19])([CH3:16])([CH3:14])[CH3:15]. The catalyst class is: 11. (9) Reactant: [CH2:1]([C:3]1[CH:8]=[CH:7][CH:6]=[C:5]([CH2:9][CH3:10])[C:4]=1[C:11]1[S:12][C:13]([CH2:17]O)=[C:14]([CH3:16])[N:15]=1)[CH3:2].S(Cl)(Cl)=O.[CH2:23]([CH:33]1[CH2:38][CH2:37][CH2:36][CH2:35][NH:34]1)[C:24]1C=[CH:31][C:30]2[O:29][CH2:28][O:27][C:26]=2[CH:25]=1.C(#N)C.C(=O)([O-])[O-].[K+].[K+]. Product: [O:27]1[C:26]2[CH:25]=[CH:24][C:23]([CH:33]3[CH2:38][CH2:37][CH2:36][CH2:35][N:34]3[CH2:17][C:13]3[S:12][C:11]([C:4]4[C:5]([CH2:9][CH3:10])=[CH:6][CH:7]=[CH:8][C:3]=4[CH2:1][CH3:2])=[N:15][C:14]=3[CH3:16])=[CH:31][C:30]=2[O:29][CH2:28]1. The catalyst class is: 96.